From a dataset of Forward reaction prediction with 1.9M reactions from USPTO patents (1976-2016). Predict the product of the given reaction. (1) Given the reactants [NH2:1][C:2]1[CH:9]=[CH:8][C:5]([C:6]#[N:7])=[CH:4][C:3]=1[F:10].C(=O)(O)[O-].[Na+].[C:16](Cl)([O:18][CH2:19][CH:20]1[C:32]2[C:27](=[CH:28][CH:29]=[CH:30][CH:31]=2)[C:26]2[C:21]1=[CH:22][CH:23]=[CH:24][CH:25]=2)=[O:17], predict the reaction product. The product is: [CH:31]1[C:32]2[CH:20]([CH2:19][O:18][C:16](=[O:17])[NH:1][C:2]3[CH:9]=[CH:8][C:5]([C:6]#[N:7])=[CH:4][C:3]=3[F:10])[C:21]3[C:26](=[CH:25][CH:24]=[CH:23][CH:22]=3)[C:27]=2[CH:28]=[CH:29][CH:30]=1. (2) Given the reactants [O:1]1[CH:5]=[CH:4][CH:3]=[C:2]1[C:6]1[O:7][C:8]([CH3:37])=[C:9]([CH2:11][O:12][C:13]2[CH:34]=[CH:33][C:16]([CH2:17][O:18][C:19]3[C:23]([CH2:24][C:25]#N)=[CH:22][N:21]([C:27]4[CH:32]=[CH:31][CH:30]=[CH:29][CH:28]=4)[N:20]=3)=[CH:15][C:14]=2[O:35][CH3:36])[N:10]=1.C(O)C.[OH-:41].[Na+].Cl.[OH2:44], predict the reaction product. The product is: [O:1]1[CH:5]=[CH:4][CH:3]=[C:2]1[C:6]1[O:7][C:8]([CH3:37])=[C:9]([CH2:11][O:12][C:13]2[CH:34]=[CH:33][C:16]([CH2:17][O:18][C:19]3[C:23]([CH2:24][C:25]([OH:44])=[O:41])=[CH:22][N:21]([C:27]4[CH:28]=[CH:29][CH:30]=[CH:31][CH:32]=4)[N:20]=3)=[CH:15][C:14]=2[O:35][CH3:36])[N:10]=1. (3) Given the reactants Cl[CH2:2][C:3]1[S:4][C:5]2[C:10]([N:11]=1)=[CH:9][CH:8]=[CH:7][N:6]=2.[N:12]1([C:18]2[CH:25]=[CH:24][CH:23]=[CH:22][C:19]=2[C:20]#[N:21])[CH2:17][CH2:16][NH:15][CH2:14][CH2:13]1.CC(=O)OCC, predict the reaction product. The product is: [N:11]1[C:10]2[C:5](=[N:6][CH:7]=[CH:8][CH:9]=2)[S:4][C:3]=1[CH2:2][N:15]1[CH2:14][CH2:13][N:12]([C:18]2[CH:25]=[CH:24][CH:23]=[CH:22][C:19]=2[C:20]#[N:21])[CH2:17][CH2:16]1. (4) Given the reactants [C:1]([O:5][CH3:6])(=O)[CH2:2][OH:3].[SiH3]O[SiH3].[C:10]([O:14][CH3:15])(=[O:13])[CH:11]=C.Cl, predict the reaction product. The product is: [CH3:15][O:14][C:10]([CH:11]1[C:2](=[O:3])[CH2:1][O:5][CH2:6]1)=[O:13].